From a dataset of Forward reaction prediction with 1.9M reactions from USPTO patents (1976-2016). Predict the product of the given reaction. (1) Given the reactants Cl[C:2]1[C:3]2[CH:20]=[CH:19][N:18]([CH2:21][CH2:22][O:23][CH3:24])[C:4]=2[N:5]=[C:6]([S:8]([C:11]2[CH:16]=[CH:15][C:14]([F:17])=[CH:13][CH:12]=2)(=[O:10])=[O:9])[N:7]=1.[NH2:25][C:26]1[CH:30]=[CH:29][NH:28][N:27]=1.[I-].[Na+].CCN(C(C)C)C(C)C, predict the reaction product. The product is: [F:17][C:14]1[CH:15]=[CH:16][C:11]([S:8]([C:6]2[N:7]=[C:2]([NH:25][C:26]3[CH:30]=[CH:29][NH:28][N:27]=3)[C:3]3[CH:20]=[CH:19][N:18]([CH2:21][CH2:22][O:23][CH3:24])[C:4]=3[N:5]=2)(=[O:10])=[O:9])=[CH:12][CH:13]=1. (2) Given the reactants Br[C:2]1[S:24][C:5]2=[N:6][C:7]([Cl:23])=[C:8]([CH:10]([N:12]3[C:20](=[O:21])[C:19]4[C:14](=[CH:15][CH:16]=[CH:17][CH:18]=4)[C:13]3=[O:22])[CH3:11])[CH:9]=[C:4]2[CH:3]=1, predict the reaction product. The product is: [Cl:23][C:7]1[N:6]=[C:5]2[S:24][CH:2]=[CH:3][C:4]2=[CH:9][C:8]=1[CH:10]([N:12]1[C:13](=[O:22])[C:14]2[C:19](=[CH:18][CH:17]=[CH:16][CH:15]=2)[C:20]1=[O:21])[CH3:11]. (3) Given the reactants [CH3:1][O:2][C:3]1[CH:8]=[CH:7][C:6]([C:9]2[CH:10]=[N:11][C:12]([NH2:15])=[N:13][CH:14]=2)=[CH:5][CH:4]=1.[CH3:16][C:17]1[CH:22]=[CH:21][C:20]([S:23](Cl)(=[O:25])=[O:24])=[CH:19][CH:18]=1, predict the reaction product. The product is: [CH3:16][C:17]1[CH:22]=[CH:21][C:20]([S:23]([NH:15][C:12]2[N:11]=[CH:10][C:9]([C:6]3[CH:5]=[CH:4][C:3]([O:2][CH3:1])=[CH:8][CH:7]=3)=[CH:14][N:13]=2)(=[O:25])=[O:24])=[CH:19][CH:18]=1. (4) Given the reactants [C:1](Cl)(=[O:5])[C:2](Cl)=O.COC1CCC(C(O)=O)CC1.NC1C=CC(C2[NH:26][C:27]3[CH:33]=[CH:32][C:31](N)=[CH:30][C:28]=3[N:29]=2)=CC=1, predict the reaction product. The product is: [C:1](=[C:2]1[N:29]=[C:28]2[CH:30]=[CH:31][CH:32]=[CH:33][C:27]2=[N:26]1)=[O:5]. (5) Given the reactants [OH-].[Na+].[Cl:3][C:4]1[C:5]([CH2:14][N:15]2[C:19]3[CH:20]=[C:21]([C:25]4[CH:35]=[CH:34][C:28]([C:29]([O:31]CC)=[O:30])=[CH:27][CH:26]=4)[CH:22]=[C:23]([CH3:24])[C:18]=3[N:17]=[C:16]2[CH3:36])=[N:6][CH:7]=[C:8]([C:10]([F:13])([F:12])[F:11])[CH:9]=1.Cl, predict the reaction product. The product is: [Cl:3][C:4]1[C:5]([CH2:14][N:15]2[C:19]3[CH:20]=[C:21]([C:25]4[CH:35]=[CH:34][C:28]([C:29]([OH:31])=[O:30])=[CH:27][CH:26]=4)[CH:22]=[C:23]([CH3:24])[C:18]=3[N:17]=[C:16]2[CH3:36])=[N:6][CH:7]=[C:8]([C:10]([F:11])([F:12])[F:13])[CH:9]=1. (6) The product is: [CH:26]1([C:27]([O:29][CH3:30])=[O:28])[CH2:25][CH2:24][CH:23]([C:22]([O:34][CH3:35])=[O:33])[CH2:32][CH2:31]1. Given the reactants CC(CC(C)(C)C)CC(O)=O.C1(CO)CCC(CO)CC1.[C:22]([O:34][CH3:35])(=[O:33])[C:23]1[CH:32]=[CH:31][C:26]([C:27]([O:29][CH3:30])=[O:28])=[CH:25][CH:24]=1, predict the reaction product. (7) Given the reactants [Br:1][C:2]1[CH:3]=[C:4]2[C:9](=[CH:10][CH:11]=1)[N:8]([CH3:12])[CH:7]=[C:6]([NH:13][C:14]([CH:16]1[CH2:18][CH2:17]1)=[O:15])[C:5]2=[O:19].[CH3:20]N(C)C=O.[H-].[Na+].IC, predict the reaction product. The product is: [Br:1][C:2]1[CH:3]=[C:4]2[C:9](=[CH:10][CH:11]=1)[N:8]([CH3:12])[CH:7]=[C:6]([N:13]([CH3:20])[C:14]([CH:16]1[CH2:17][CH2:18]1)=[O:15])[C:5]2=[O:19]. (8) Given the reactants [CH3:1][N:2]1[CH:6]=[C:5]([N:7]2[CH:11]=[C:10]([NH2:12])[C:9]([CH3:13])=[N:8]2)[CH:4]=[N:3]1.Cl[C:15]1[N:20]=[C:19]([NH:21][CH3:22])[C:18]([C:23]([F:26])([F:25])[F:24])=[CH:17][N:16]=1.[CH3:27]C(O)(C)C, predict the reaction product. The product is: [CH3:1][N:2]1[CH:6]=[C:5]([N:7]2[C:11]([CH3:27])=[C:10]([NH:12][C:15]3[N:20]=[C:19]([NH:21][CH3:22])[C:18]([C:23]([F:26])([F:25])[F:24])=[CH:17][N:16]=3)[CH:9]=[N:8]2)[CH:4]=[N:3]1.[CH3:1][N:2]1[CH:6]=[C:5]([N:7]2[CH:11]=[C:10]([NH:12][C:15]3[N:20]=[C:19]([NH:21][CH3:22])[C:18]([C:23]([F:26])([F:24])[F:25])=[CH:17][N:16]=3)[C:9]([CH3:13])=[N:8]2)[CH:4]=[N:3]1.